From a dataset of Catalyst prediction with 721,799 reactions and 888 catalyst types from USPTO. Predict which catalyst facilitates the given reaction. (1) Reactant: [CH2:1]([N:8]1[CH2:13][CH2:12][C:11](=[O:14])[CH2:10][CH2:9]1)[C:2]1[CH:7]=[CH:6][CH:5]=[CH:4][CH:3]=1.N1CCOCC1.CC1C=CC(S(O)(=O)=O)=CC=1.[CH2:32](Br)[C:33]([C:35]1[CH:40]=[CH:39][CH:38]=[CH:37][CH:36]=1)=[O:34]. Product: [CH2:1]([N:8]1[CH2:13][CH2:12][C:11](=[O:14])[CH:10]([CH2:32][C:33](=[O:34])[C:35]2[CH:40]=[CH:39][CH:38]=[CH:37][CH:36]=2)[CH2:9]1)[C:2]1[CH:3]=[CH:4][CH:5]=[CH:6][CH:7]=1. The catalyst class is: 638. (2) Reactant: C(OC([N:8]1[CH2:13][CH2:12][N:11]([C:14]2[C:19]([C:20]#[C:21][C:22]3[CH:23]=[N:24][C:25]([NH2:28])=[CH:26][CH:27]=3)=[C:18]([CH3:29])[N:17]=[CH:16][N:15]=2)[CH2:10][CH2:9]1)=O)(C)(C)C. Product: [NH2:28][C:25]1[N:24]=[CH:23][C:22]([C:21]#[C:20][C:19]2[C:14]([N:11]3[CH2:12][CH2:13][NH:8][CH2:9][CH2:10]3)=[N:15][CH:16]=[N:17][C:18]=2[CH3:29])=[CH:27][CH:26]=1. The catalyst class is: 33.